Dataset: Forward reaction prediction with 1.9M reactions from USPTO patents (1976-2016). Task: Predict the product of the given reaction. (1) Given the reactants CS(O[CH2:6][CH2:7][C:8]1[CH:13]=[CH:12][C:11]([Br:14])=[CH:10][CH:9]=1)(=O)=O.C(=O)([O-])[O-].[Na+].[Na+].[CH3:21][C@@H:22]1[CH2:26][CH2:25][CH2:24][NH:23]1, predict the reaction product. The product is: [Br:14][C:11]1[CH:12]=[CH:13][C:8]([CH2:7][CH2:6][N:23]2[CH2:24][CH2:25][CH2:26][C@H:22]2[CH3:21])=[CH:9][CH:10]=1. (2) Given the reactants [CH3:1][O:2][C:3]1[CH:4]=[C:5](B(O)O)[CH:6]=[CH:7][CH:8]=1.[CH3:12][O:13][C:14](=[O:26])[CH:15]=[CH:16][C:17]1[CH:25]=[C:24]2[C:20]([CH:21]=[CH:22][NH:23]2)=[CH:19][CH:18]=1, predict the reaction product. The product is: [CH3:12][O:13][C:14](=[O:26])[CH2:15][CH:16]([C:17]1[CH:25]=[C:24]2[C:20]([CH:21]=[CH:22][NH:23]2)=[CH:19][CH:18]=1)[C:5]1[CH:6]=[CH:7][CH:8]=[C:3]([O:2][CH3:1])[CH:4]=1.